From a dataset of Reaction yield outcomes from USPTO patents with 853,638 reactions. Predict the reaction yield, written as a fraction of the theoretical maximum amount of product (1.0 means a 100% yield; for example, 0.34 means a 34% yield). (1) The yield is 0.620. The catalyst is C(Cl)Cl. The reactants are [CH:1]1([C:4]2[N:5]=[C:6]3[C:12]([C:13]([NH:15][CH:16]4[C:21]([CH3:23])([CH3:22])[CH2:20][CH2:19][N:18]([S:24]([CH3:27])(=[O:26])=[O:25])[CH2:17]4)=[O:14])=[CH:11][N:10](COCC[Si](C)(C)C)[C:7]3=[N:8][CH:9]=2)[CH2:3][CH2:2]1.C(O)(C(F)(F)F)=O.C(N)CN. The product is [CH3:27][S:24]([N:18]1[CH2:19][CH2:20][C:21]([CH3:23])([CH3:22])[CH:16]([NH:15][C:13]([C:12]2[C:6]3[C:7](=[N:8][CH:9]=[C:4]([CH:1]4[CH2:2][CH2:3]4)[N:5]=3)[NH:10][CH:11]=2)=[O:14])[CH2:17]1)(=[O:26])=[O:25]. (2) The reactants are [F:1][C:2]([F:33])([F:32])[C:3]1[CH:4]=[C:5]([CH:25]=[C:26]([C:28]([F:31])([F:30])[F:29])[CH:27]=1)[CH2:6][N:7]([CH3:24])[C:8](=[O:23])[C:9]1[C:14]([C:15]2[CH:20]=[CH:19][CH:18]=[CH:17][C:16]=2[CH3:21])=[CH:13][C:12](I)=[N:11][CH:10]=1.C(N(CC)CC)C.[CH3:41][OH:42].[C]=O.C1(P(C2C=CC=CC=2)C2C=CC=CC=2)C=CC=CC=1.CN(C)[CH:66]=[O:67]. The catalyst is O.C([O-])(=O)C.[Pd+2].C([O-])(=O)C. The product is [CH3:41][O:42][C:66]([C:12]1[CH:13]=[C:14]([C:15]2[CH:20]=[CH:19][CH:18]=[CH:17][C:16]=2[CH3:21])[C:9]([C:8](=[O:23])[N:7]([CH2:6][C:5]2[CH:25]=[C:26]([C:28]([F:29])([F:31])[F:30])[CH:27]=[C:3]([C:2]([F:33])([F:32])[F:1])[CH:4]=2)[CH3:24])=[CH:10][N:11]=1)=[O:67]. The yield is 0.668. (3) The reactants are [CH3:1][O:2][C:3]1[CH:40]=[CH:39][C:6]([CH2:7][N:8]([CH2:30][C:31]2[CH:36]=[CH:35][C:34]([O:37][CH3:38])=[CH:33][CH:32]=2)[C:9]2[N:14]=[CH:13][C:12]([C:15]3[C:16]4[CH2:29][CH2:28][NH:27][C:17]=4[N:18]=[C:19]([N:21]4[CH2:26][CH2:25][O:24][CH2:23][CH2:22]4)[N:20]=3)=[CH:11][N:10]=2)=[CH:5][CH:4]=1.[Cl:41][C:42]1[CH:47]=[C:46](I)[CH:45]=[CH:44][N:43]=1.C1(P(C2C=CC=CC=2)C2C=CC=CC=2)C=CC=CC=1.P([O-])([O-])([O-])=O.[K+].[K+].[K+]. The catalyst is CN(C)C=O.C([O-])(=O)C.[Pd+2].C([O-])(=O)C.O. The product is [Cl:41][C:42]1[CH:47]=[C:46]([N:27]2[C:17]3[N:18]=[C:19]([N:21]4[CH2:26][CH2:25][O:24][CH2:23][CH2:22]4)[N:20]=[C:15]([C:12]4[CH:11]=[N:10][C:9]([N:8]([CH2:7][C:6]5[CH:5]=[CH:4][C:3]([O:2][CH3:1])=[CH:40][CH:39]=5)[CH2:30][C:31]5[CH:32]=[CH:33][C:34]([O:37][CH3:38])=[CH:35][CH:36]=5)=[N:14][CH:13]=4)[C:16]=3[CH2:29][CH2:28]2)[CH:45]=[CH:44][N:43]=1. The yield is 0.880. (4) The reactants are [C:1]([C:5]1[O:9][N:8]=[C:7]([NH:10][C:11]([NH:13][C:14]2[CH:19]=[CH:18][CH:17]=[C:16]([OH:20])[CH:15]=2)=[O:12])[CH:6]=1)([CH3:4])([CH3:3])[CH3:2].Cl[C:22]1[C:31]2[C:26](=[CH:27][C:28]([O:39][CH3:40])=[CH:29][C:30]=2[O:32][CH:33]2[CH2:38][CH2:37][O:36][CH2:35][CH2:34]2)[N:25]=[CH:24][N:23]=1.C([O-])([O-])=O.[Cs+].[Cs+]. The catalyst is C(O)(C)C. The product is [C:1]([C:5]1[O:9][N:8]=[C:7]([NH:10][C:11]([NH:13][C:14]2[CH:19]=[CH:18][CH:17]=[C:16]([O:20][C:22]3[C:31]4[C:26](=[CH:27][C:28]([O:39][CH3:40])=[CH:29][C:30]=4[O:32][CH:33]4[CH2:34][CH2:35][O:36][CH2:37][CH2:38]4)[N:25]=[CH:24][N:23]=3)[CH:15]=2)=[O:12])[CH:6]=1)([CH3:4])([CH3:2])[CH3:3]. The yield is 0.280. (5) The reactants are [H-].[Na+].[CH:3]1([N:9]([CH3:13])[CH2:10][CH2:11][OH:12])[CH2:8][CH2:7][CH2:6][CH2:5][CH2:4]1.[CH2:14]([Sn:18]([CH2:25][CH2:26][CH2:27][CH3:28])([CH2:21][CH2:22][CH2:23][CH3:24])[CH2:19]I)[CH2:15][CH2:16][CH3:17].O. The catalyst is O1CCCC1.C(OCC)(=O)C. The product is [CH3:13][N:9]([CH2:10][CH2:11][O:12][CH2:19][Sn:18]([CH2:14][CH2:15][CH2:16][CH3:17])([CH2:25][CH2:26][CH2:27][CH3:28])[CH2:21][CH2:22][CH2:23][CH3:24])[CH:3]1[CH2:8][CH2:7][CH2:6][CH2:5][CH2:4]1. The yield is 0.850.